This data is from Full USPTO retrosynthesis dataset with 1.9M reactions from patents (1976-2016). The task is: Predict the reactants needed to synthesize the given product. Given the product [NH2:30][C:31]1[C:32]([C:48]([NH:60][NH:59][C:51](=[O:58])[C:52]2[CH:57]=[CH:56][CH:55]=[CH:54][CH:53]=2)=[O:50])=[N:33][C:34]([N:37]2[CH2:38][CH2:39][N:40]([S:43]([CH2:46][CH3:47])(=[O:44])=[O:45])[CH2:41][CH2:42]2)=[CH:35][N:36]=1, predict the reactants needed to synthesize it. The reactants are: CN(C(ON1N=NC2C=CC=CC1=2)=[N+](C)C)C.[B-](F)(F)(F)F.C(N(CC)CC)C.[NH2:30][C:31]1[C:32]([C:48]([OH:50])=O)=[N:33][C:34]([N:37]2[CH2:42][CH2:41][N:40]([S:43]([CH2:46][CH3:47])(=[O:45])=[O:44])[CH2:39][CH2:38]2)=[CH:35][N:36]=1.[C:51]([NH:59][NH2:60])(=[O:58])[C:52]1[CH:57]=[CH:56][CH:55]=[CH:54][CH:53]=1.